From a dataset of Forward reaction prediction with 1.9M reactions from USPTO patents (1976-2016). Predict the product of the given reaction. (1) Given the reactants [Cl:1][C:2]1[CH:3]=[C:4]([S:9]([N:12]2[CH2:21][CH2:20][C:19]3[C:14](=[CH:15][CH:16]=[CH:17][CH:18]=3)[CH:13]2[CH2:22][C:23]([O:25]C)=[O:24])(=[O:11])=[O:10])[CH:5]=[CH:6][C:7]=1[Cl:8].C1COCC1.[OH-].[Na+], predict the reaction product. The product is: [Cl:1][C:2]1[CH:3]=[C:4]([S:9]([N:12]2[CH2:21][CH2:20][C:19]3[C:14](=[CH:15][CH:16]=[CH:17][CH:18]=3)[CH:13]2[CH2:22][C:23]([OH:25])=[O:24])(=[O:10])=[O:11])[CH:5]=[CH:6][C:7]=1[Cl:8]. (2) Given the reactants [CH:1]1([N:4]2[C:13]3[C:8](=[C:9]([F:17])[C:10]([F:16])=[C:11](F)[C:12]=3[F:14])[C:7](=[O:18])[CH:6]=[C:5]2[C:19]([O:21][CH2:22][CH3:23])=[O:20])[CH2:3][CH2:2]1.[N:24]1[CH:29]=[CH:28][CH:27]=[CH:26][C:25]=1[NH:30][CH2:31][CH2:32][NH2:33].C(N(CC)CC)C, predict the reaction product. The product is: [CH:1]1([N:4]2[C:13]3[C:8](=[C:9]([F:17])[C:10]([F:16])=[C:11]([NH:33][CH2:32][CH2:31][NH:30][C:25]4[CH:26]=[CH:27][CH:28]=[CH:29][N:24]=4)[C:12]=3[F:14])[C:7](=[O:18])[CH:6]=[C:5]2[C:19]([O:21][CH2:22][CH3:23])=[O:20])[CH2:2][CH2:3]1. (3) The product is: [C:1]1([S:7]([N:10]2[C:14]3=[N:15][CH:16]=[C:17]([F:19])[CH:18]=[C:13]3[CH:12]=[C:11]2[C:20]([O:28][S:45]([C:42]2[CH:43]=[CH:44][C:39]([CH3:59])=[CH:40][CH:41]=2)(=[O:47])=[O:46])=[CH:21][CH:22]2[CH2:23][CH2:24][O:25][CH2:26][CH2:27]2)(=[O:9])=[O:8])[CH:2]=[CH:3][CH:4]=[CH:5][CH:6]=1. Given the reactants [C:1]1([S:7]([N:10]2[C:14]3=[N:15][CH:16]=[C:17]([F:19])[CH:18]=[C:13]3[CH:12]=[C:11]2[C:20](=[O:28])[CH2:21][CH:22]2[CH2:27][CH2:26][O:25][CH2:24][CH2:23]2)(=[O:9])=[O:8])[CH:6]=[CH:5][CH:4]=[CH:3][CH:2]=1.C[Si]([N-][Si](C)(C)C)(C)C.[Li+].[C:39]1([CH3:59])[CH:44]=[CH:43][C:42]([S:45](O[S:45]([C:42]2[CH:43]=[CH:44][C:39]([CH3:59])=[CH:40][CH:41]=2)(=[O:47])=[O:46])(=[O:47])=[O:46])=[CH:41][CH:40]=1, predict the reaction product. (4) Given the reactants C(=O)([O-])[O-].[Cs+].[Cs+].Cl[CH:8]([C:12]1[C:13]([CH:28]2[CH2:30][CH2:29]2)=[N:14][C:15]([C:18]2[CH:23]=[CH:22][C:21]([C:24]([F:27])([F:26])[F:25])=[CH:20][CH:19]=2)=[N:16][CH:17]=1)[CH2:9][CH2:10][CH3:11].[C:31]([O:35][C:36](=[O:47])[CH2:37][O:38][C:39]1[CH:44]=[CH:43][C:42]([SH:45])=[CH:41][C:40]=1[CH3:46])([CH3:34])([CH3:33])[CH3:32], predict the reaction product. The product is: [C:31]([O:35][C:36](=[O:47])[CH2:37][O:38][C:39]1[CH:44]=[CH:43][C:42]([S:45][CH:8]([C:12]2[C:13]([CH:28]3[CH2:30][CH2:29]3)=[N:14][C:15]([C:18]3[CH:23]=[CH:22][C:21]([C:24]([F:27])([F:26])[F:25])=[CH:20][CH:19]=3)=[N:16][CH:17]=2)[CH2:9][CH2:10][CH3:11])=[CH:41][C:40]=1[CH3:46])([CH3:34])([CH3:33])[CH3:32]. (5) The product is: [Cl:41][C:42]1[CH:43]=[C:44]([C:49]([F:56])=[C:50]2[CH2:51][CH2:52][N:53]([S:35]([C:34]3[C:33]([CH3:39])=[N:32][NH:31][C:30]=3[CH3:29])(=[O:37])=[O:36])[CH2:54][CH2:55]2)[CH:45]=[CH:46][C:47]=1[F:48]. Given the reactants ClC1C=CC(C(=C2CCN(S(C3C(C)=NNC=3C)(=O)=O)CC2)C(OC)=O)=CC=1.[CH3:29][C:30]1[C:34]([S:35](Cl)(=[O:37])=[O:36])=[C:33]([CH3:39])[NH:32][N:31]=1.Cl.[Cl:41][C:42]1[CH:43]=[C:44]([C:49]([F:56])=[C:50]2[CH2:55][CH2:54][NH:53][CH2:52][CH2:51]2)[CH:45]=[CH:46][C:47]=1[F:48], predict the reaction product. (6) Given the reactants C([N:8]1[CH2:13][CH2:12][CH:11]([C:14]2[CH:19]=[CH:18][C:17]([Cl:20])=[CH:16][CH:15]=2)[C:10]([CH3:22])([CH3:21])[CH2:9]1)C1C=CC=CC=1.ClC(OC(Cl)C)=O, predict the reaction product. The product is: [Cl:20][C:17]1[CH:18]=[CH:19][C:14]([CH:11]2[CH2:12][CH2:13][NH:8][CH2:9][C:10]2([CH3:22])[CH3:21])=[CH:15][CH:16]=1. (7) Given the reactants [H-].[Al+3].[Li+].[H-].[H-].[H-].C([O:9][C:10](=O)[C:11]([CH3:35])([CH3:34])[CH2:12][CH2:13][CH2:14][CH2:15][CH2:16][CH2:17][C:18](=[O:33])[CH2:19][CH2:20][CH2:21][CH2:22][CH2:23][CH2:24][C:25]([CH3:32])([CH3:31])[C:26](OCC)=[O:27])C.C(OCC)(=O)C.S(=O)(=O)(O)O, predict the reaction product. The product is: [CH3:34][C:11]([CH3:35])([CH2:12][CH2:13][CH2:14][CH2:15][CH2:16][CH2:17][CH:18]([OH:33])[CH2:19][CH2:20][CH2:21][CH2:22][CH2:23][CH2:24][C:25]([CH3:32])([CH3:31])[CH2:26][OH:27])[CH2:10][OH:9]. (8) The product is: [Cl:1][C:2]1[CH:7]=[C:6]([O:8][C:9]2[CH:10]=[N:11][C:12]([CH3:15])=[CH:13][CH:14]=2)[CH:5]=[CH:4][N:3]=1. Given the reactants [Cl:1][C:2]1[CH:7]=[C:6]([O:8][C:9]2[C:10](C)=[N:11][C:12]([CH3:15])=[CH:13][CH:14]=2)[CH:5]=[CH:4][N:3]=1.ClC1C=C(Cl)C=CN=1.CC1N=CC(O)=CC=1, predict the reaction product.